The task is: Predict the reactants needed to synthesize the given product.. This data is from Full USPTO retrosynthesis dataset with 1.9M reactions from patents (1976-2016). Given the product [C:13]1([S:19]([C:22]2[CH:23]=[C:24]([S:27]([NH:1][C:2]3[S:3][CH:4]=[C:5]([CH2:7][C:8]([O:10][CH2:11][CH3:12])=[O:9])[N:6]=3)(=[O:28])=[O:29])[S:25][CH:26]=2)(=[O:21])=[O:20])[CH:14]=[CH:15][CH:16]=[CH:17][CH:18]=1, predict the reactants needed to synthesize it. The reactants are: [NH2:1][C:2]1[S:3][CH:4]=[C:5]([CH2:7][C:8]([O:10][CH2:11][CH3:12])=[O:9])[N:6]=1.[C:13]1([S:19]([C:22]2[CH:23]=[C:24]([S:27](Cl)(=[O:29])=[O:28])[S:25][CH:26]=2)(=[O:21])=[O:20])[CH:18]=[CH:17][CH:16]=[CH:15][CH:14]=1.